From a dataset of Forward reaction prediction with 1.9M reactions from USPTO patents (1976-2016). Predict the product of the given reaction. (1) The product is: [C:1]1([CH2:7][O:8][C:9]2[CH:10]=[C:11]3[C:15](=[CH:16][CH:17]=2)[N:14]([C:24]([O:26][C:27]([CH3:30])([CH3:29])[CH3:28])=[O:23])[C:13]([C:18]([O:20][CH2:21][CH3:22])=[O:19])=[CH:12]3)[CH:6]=[CH:5][CH:4]=[CH:3][CH:2]=1. Given the reactants [C:1]1([CH2:7][O:8][C:9]2[CH:10]=[C:11]3[C:15](=[CH:16][CH:17]=2)[NH:14][C:13]([C:18]([O:20][CH2:21][CH3:22])=[O:19])=[CH:12]3)[CH:6]=[CH:5][CH:4]=[CH:3][CH:2]=1.[O:23](C(OC(C)(C)C)=O)[C:24]([O:26][C:27]([CH3:30])([CH3:29])[CH3:28])=O, predict the reaction product. (2) The product is: [O:12]=[C:7]1[N:6]([CH:13]2[CH2:18][CH2:17][NH:16][CH2:15][CH2:14]2)[CH2:5][C:4]2[C:9](=[CH:10][CH:11]=[C:2]([C:19]#[N:20])[CH:3]=2)[NH:8]1. Given the reactants Br[C:2]1[CH:3]=[C:4]2[C:9](=[CH:10][CH:11]=1)[NH:8][C:7](=[O:12])[N:6]([CH:13]1[CH2:18][CH2:17][NH:16][CH2:15][CH2:14]1)[CH2:5]2.[CH3:19][N:20](C)C=O, predict the reaction product. (3) Given the reactants [CH:1]1([N:5]2[CH2:10][CH2:9][N:8]([C:11]([C:13]3[CH:14]=[C:15]4[C:19](=[CH:20][CH:21]=3)[NH:18][C:17]([C:22]([N:24]3[CH2:29][CH2:28][C:27]([F:31])([F:30])[CH2:26][CH2:25]3)=[O:23])=[CH:16]4)=[O:12])[CH2:7][CH2:6]2)[CH2:4][CH2:3][CH2:2]1.[C:32]([C:34]1[CH:39]=[CH:38][C:37](B(O)O)=[CH:36][CH:35]=1)#[N:33].N1C=CC=CC=1, predict the reaction product. The product is: [CH:1]1([N:5]2[CH2:6][CH2:7][N:8]([C:11]([C:13]3[CH:14]=[C:15]4[C:19](=[CH:20][CH:21]=3)[N:18]([C:37]3[CH:38]=[CH:39][C:34]([C:32]#[N:33])=[CH:35][CH:36]=3)[C:17]([C:22]([N:24]3[CH2:25][CH2:26][C:27]([F:30])([F:31])[CH2:28][CH2:29]3)=[O:23])=[CH:16]4)=[O:12])[CH2:9][CH2:10]2)[CH2:2][CH2:3][CH2:4]1. (4) Given the reactants [Cl:1][C:2]1[C:3]([O:12][C:13]2[CH:18]=[C:17]([O:19][CH2:20][CH2:21][CH2:22][O:23][CH3:24])[CH:16]=[CH:15][C:14]=2[CH2:25][CH2:26][C:27](OCC)=[O:28])=[N:4][CH:5]=[C:6]([C:8]([F:11])([F:10])[F:9])[CH:7]=1.C1(C)C=CC=CC=1.[H-].C([Al+]CC(C)C)C(C)C.CO.O, predict the reaction product. The product is: [Cl:1][C:2]1[C:3]([O:12][C:13]2[CH:18]=[C:17]([O:19][CH2:20][CH2:21][CH2:22][O:23][CH3:24])[CH:16]=[CH:15][C:14]=2[CH2:25][CH2:26][CH2:27][OH:28])=[N:4][CH:5]=[C:6]([C:8]([F:10])([F:9])[F:11])[CH:7]=1. (5) Given the reactants [NH2:1][S:2]([CH2:5][CH2:6][CH2:7][C:8]([N:10]([CH3:44])[CH2:11][CH2:12][N:13]([CH3:43])[C@@H:14]1[CH2:21][N:20]2[C:22]3[CH:23]=[C:24]([C:35]([O:37][CH3:38])=[O:36])[CH:25]=[CH:26][C:27]=3[C:28]([CH:29]3[CH2:34][CH2:33][CH2:32][CH2:31][CH2:30]3)=[C:19]2[C:18]2[CH:39]=[CH:40][CH:41]=[CH:42][C:17]=2[O:16][CH2:15]1)=O)(=[O:4])=[O:3].CSC, predict the reaction product. The product is: [NH2:1][S:2]([CH2:5][CH2:6][CH2:7][CH2:8][N:10]([CH3:44])[CH2:11][CH2:12][N:13]([CH3:43])[C@@H:14]1[CH2:21][N:20]2[C:22]3[CH:23]=[C:24]([C:35]([O:37][CH3:38])=[O:36])[CH:25]=[CH:26][C:27]=3[C:28]([CH:29]3[CH2:34][CH2:33][CH2:32][CH2:31][CH2:30]3)=[C:19]2[C:18]2[CH:39]=[CH:40][CH:41]=[CH:42][C:17]=2[O:16][CH2:15]1)(=[O:3])=[O:4]. (6) Given the reactants [CH3:1][O:2][C:3]1[N:8]=[C:7]2[CH:9]=[CH:10][NH:11][C:6]2=[CH:5][CH:4]=1.C(=O)([O-])[O-].[K+].[K+].I[C:19]1[CH:24]=[CH:23][CH:22]=[CH:21][CH:20]=1.[Cl-].[NH4+], predict the reaction product. The product is: [CH3:1][O:2][C:3]1[CH:4]=[C:5]2[CH:9]=[CH:10][N:11]([C:19]3[CH:24]=[CH:23][CH:22]=[CH:21][CH:20]=3)[C:6]2=[CH:7][N:8]=1. (7) Given the reactants [OH:1][CH:2]1[CH:7]([C:8]2[CH:13]=[CH:12][C:11]([O:14][CH3:15])=[CH:10][CH:9]=2)[CH2:6][CH2:5][N:4]([C:16]([O:18][CH2:19][C:20]2[CH:25]=[CH:24][CH:23]=[CH:22][CH:21]=2)=[O:17])[CH2:3]1.Cl[CH2:27][C:28]1[CH:29]=[CH:30][C:31]2[O:36][C:35]([CH3:38])([CH3:37])[C:34](=[O:39])[N:33]([CH2:40][CH2:41][CH2:42][O:43][CH3:44])[C:32]=2[CH:45]=1, predict the reaction product. The product is: [CH3:15][O:14][C:11]1[CH:10]=[CH:9][C:8]([CH:7]2[CH2:6][CH2:5][N:4]([C:16]([O:18][CH2:19][C:20]3[CH:21]=[CH:22][CH:23]=[CH:24][CH:25]=3)=[O:17])[CH2:3][CH:2]2[O:1][CH2:27][C:28]2[CH:29]=[CH:30][C:31]3[O:36][C:35]([CH3:38])([CH3:37])[C:34](=[O:39])[N:33]([CH2:40][CH2:41][CH2:42][O:43][CH3:44])[C:32]=3[CH:45]=2)=[CH:13][CH:12]=1.